This data is from Forward reaction prediction with 1.9M reactions from USPTO patents (1976-2016). The task is: Predict the product of the given reaction. Given the reactants [O:1]=[S:2]1(=[O:30])[CH2:7][CH2:6][N:5]([C:8]([C:10]2[NH:11][C:12]3[C:17]([CH:18]=2)=[CH:16][C:15]([C:19]([N:21]2[CH2:26][CH2:25][N:24]([CH:27]([CH3:29])[CH3:28])[CH2:23][CH2:22]2)=[O:20])=[CH:14][CH:13]=3)=[O:9])[CH2:4][CH2:3]1.[C:31]([C:33]1[CH:34]=[C:35](B(O)O)[CH:36]=[CH:37][CH:38]=1)#[N:32].N1C=CC=CC=1, predict the reaction product. The product is: [O:30]=[S:2]1(=[O:1])[CH2:7][CH2:6][N:5]([C:8]([C:10]2[N:11]([C:37]3[CH:38]=[C:33]([CH:34]=[CH:35][CH:36]=3)[C:31]#[N:32])[C:12]3[C:17]([CH:18]=2)=[CH:16][C:15]([C:19]([N:21]2[CH2:22][CH2:23][N:24]([CH:27]([CH3:28])[CH3:29])[CH2:25][CH2:26]2)=[O:20])=[CH:14][CH:13]=3)=[O:9])[CH2:4][CH2:3]1.